Dataset: Forward reaction prediction with 1.9M reactions from USPTO patents (1976-2016). Task: Predict the product of the given reaction. Given the reactants COC1C=CC([NH:9][C:10]2[C:15]([F:16])=[C:14]([C:17]3[CH:22]=[CH:21][C:20]([Cl:23])=[CH:19][CH:18]=3)[N:13]=[C:12]([C:24]([O:26][CH3:27])=[O:25])[CH:11]=2)=CC=1.[Cl:28]N1C(C)(C)C(=O)N(Cl)C1=O.S(=O)(=O)(O)O.C(Cl)Cl, predict the reaction product. The product is: [NH2:9][C:10]1[C:15]([F:16])=[C:14]([C:17]2[CH:22]=[CH:21][C:20]([Cl:23])=[CH:19][CH:18]=2)[N:13]=[C:12]([C:24]([O:26][CH3:27])=[O:25])[C:11]=1[Cl:28].